This data is from Catalyst prediction with 721,799 reactions and 888 catalyst types from USPTO. The task is: Predict which catalyst facilitates the given reaction. (1) Reactant: [CH3:1][O:2][C:3]1[CH:32]=[C:31]([O:33][CH3:34])[CH:30]=[CH:29][C:4]=1[CH2:5][N:6]1[C:10]([C:11]2[C:19]3[C:14](=[N:15][CH:16]=[CH:17][CH:18]=3)[N:13]([CH2:20][C:21]3[CH:26]=[CH:25][CH:24]=[CH:23][C:22]=3[F:27])[N:12]=2)=[N:9][NH:8][C:7]1=[O:28].C(=O)([O-])[O-].[Cs+].[Cs+].I[CH2:42][CH3:43].O. The catalyst class is: 3. Product: [CH3:1][O:2][C:3]1[CH:32]=[C:31]([O:33][CH3:34])[CH:30]=[CH:29][C:4]=1[CH2:5][N:6]1[C:10]([C:11]2[C:19]3[C:14](=[N:15][CH:16]=[CH:17][CH:18]=3)[N:13]([CH2:20][C:21]3[CH:26]=[CH:25][CH:24]=[CH:23][C:22]=3[F:27])[N:12]=2)=[N:9][N:8]([CH2:42][CH3:43])[C:7]1=[O:28]. (2) Reactant: [F:1][C:2]1[CH:3]=[C:4]([C:8]2[N:13]=[CH:12][C:11]([C:14]([OH:16])=O)=[CH:10][N:9]=2)[CH:5]=[CH:6][CH:7]=1.C(Cl)(=O)C(Cl)=O.[NH2:23][N:24]1[CH2:29][CH2:28][N:27]([CH2:30][CH2:31][OH:32])[CH2:26][CH2:25]1.CN1C(=O)CCC1. Product: [OH:32][CH2:31][CH2:30][N:27]1[CH2:28][CH2:29][N:24]([NH:23][C:14]([C:11]2[CH:12]=[N:13][C:8]([C:4]3[CH:5]=[CH:6][CH:7]=[C:2]([F:1])[CH:3]=3)=[N:9][CH:10]=2)=[O:16])[CH2:25][CH2:26]1. The catalyst class is: 59. (3) Reactant: [N:1]1([C:12]([O:14][C:15]([CH3:18])([CH3:17])[CH3:16])=[O:13])[CH2:6][CH2:5][CH:4]([C:7]([O:9][CH2:10][CH3:11])=[O:8])[CH2:3][CH2:2]1.[Li+].CC([N-]C(C)C)C.Cl[CH2:28][O:29][CH2:30][CH2:31][O:32][CH3:33]. Product: [CH3:28][O:29][CH2:30][CH2:31][O:32][CH2:33][C:4]1([C:7]([O:9][CH2:10][CH3:11])=[O:8])[CH2:3][CH2:2][N:1]([C:12]([O:14][C:15]([CH3:17])([CH3:16])[CH3:18])=[O:13])[CH2:6][CH2:5]1. The catalyst class is: 1. (4) Reactant: [Br:1][C:2]1[CH:10]=[CH:9][C:5]([C:6]([OH:8])=[O:7])=[C:4]([I:11])[CH:3]=1.[CH2:12](O)[CH3:13]. Product: [CH2:12]([O:7][C:6](=[O:8])[C:5]1[CH:9]=[CH:10][C:2]([Br:1])=[CH:3][C:4]=1[I:11])[CH3:13]. The catalyst class is: 309. (5) Reactant: [CH3:1][N:2]1[CH2:8][CH2:7][CH2:6][C:5]2[O:9][C:10]3[CH:15]=[C:14]([N:16]4[CH:21]=[CH:20][C:19]([O:22][CH2:23][C:24]5[CH:25]=[N:26][C:27]([CH3:30])=[CH:28][CH:29]=5)=[CH:18][C:17]4=[O:31])[CH:13]=[CH:12][C:11]=3[C:4]=2[CH2:3]1.[ClH:32].CCOCC. Product: [ClH:32].[CH3:1][N:2]1[CH2:8][CH2:7][CH2:6][C:5]2[O:9][C:10]3[CH:15]=[C:14]([N:16]4[CH:21]=[CH:20][C:19]([O:22][CH2:23][C:24]5[CH:25]=[N:26][C:27]([CH3:30])=[CH:28][CH:29]=5)=[CH:18][C:17]4=[O:31])[CH:13]=[CH:12][C:11]=3[C:4]=2[CH2:3]1. The catalyst class is: 5. (6) Reactant: [OH:1][C:2]1[CH:11]=[C:10]2[C:5]([C:6](=[O:18])[CH:7]=[C:8]([C:12]3[CH:17]=[CH:16][CH:15]=[CH:14][CH:13]=3)[O:9]2)=[CH:4][CH:3]=1.[CH2:19]([N:26]([CH2:30][C:31]#[CH:32])[CH2:27][CH2:28]O)[C:20]1[CH:25]=[CH:24][CH:23]=[CH:22][CH:21]=1.C1C=CC(P(C2C=CC=CC=2)C2C=CC=CC=2)=CC=1.CC(OC(/N=N/C(OC(C)C)=O)=O)C. Product: [CH2:19]([N:26]([CH2:30][C:31]#[CH:32])[CH2:27][CH2:28][O:1][C:2]1[CH:11]=[C:10]2[C:5]([C:6](=[O:18])[CH:7]=[C:8]([C:12]3[CH:17]=[CH:16][CH:15]=[CH:14][CH:13]=3)[O:9]2)=[CH:4][CH:3]=1)[C:20]1[CH:25]=[CH:24][CH:23]=[CH:22][CH:21]=1. The catalyst class is: 1.